The task is: Regression/Classification. Given a drug SMILES string, predict its absorption, distribution, metabolism, or excretion properties. Task type varies by dataset: regression for continuous measurements (e.g., permeability, clearance, half-life) or binary classification for categorical outcomes (e.g., BBB penetration, CYP inhibition). Dataset: cyp2d6_substrate_carbonmangels.. This data is from CYP2D6 substrate classification data from Carbon-Mangels et al.. (1) The result is 0 (non-substrate). The compound is CCN[C@H]1C[C@H](C)S(=O)(=O)c2sc(S(N)(=O)=O)cc21. (2) The drug is C[C@@H](C(=O)O)c1cccc(C(=O)c2ccccc2)c1. The result is 0 (non-substrate). (3) The compound is CC1=CC(=O)C=C2CC[C@H]3[C@@H]4CCC(=O)[C@@]4(C)CC[C@@H]3[C@@]12C. The result is 0 (non-substrate). (4) The molecule is CCOC(=O)c1cncn1[C@H](C)c1ccccc1. The result is 0 (non-substrate). (5) The drug is CCCC(CCC)C(=O)O. The result is 0 (non-substrate). (6) The molecule is Cc1cc(=O)n(-c2ccccc2)n1C. The result is 0 (non-substrate).